From a dataset of HIV replication inhibition screening data with 41,000+ compounds from the AIDS Antiviral Screen. Binary Classification. Given a drug SMILES string, predict its activity (active/inactive) in a high-throughput screening assay against a specified biological target. (1) The drug is CCOC(=O)CCC(NC(=O)c1ccc(Nc2nc3cc(C(F)(F)F)ccc3nc2C(=O)OCC)cc1)C(=O)OCC. The result is 0 (inactive). (2) The molecule is N#CCCN(CCC#N)c1ccc(C=C2N=C(c3ccccc3)N(c3ccccn3)C2=O)cc1. The result is 0 (inactive). (3) The compound is COc1ccc(-c2oc(=O)c3ccccc3c2-c2ccccc2)cc1. The result is 0 (inactive). (4) The drug is Nc1ccc2c(O)cc(O)nc2n1. The result is 0 (inactive). (5) The compound is O=[N+]([O-])c1ccc(SSc2ccc([N+](=O)[O-])cc2)cc1. The result is 0 (inactive). (6) The compound is CC(=CCCC1(C)CCC(C(C)C(=O)O)OO1)CCC1=C(C)CCCC1(C)C.CC(C)=CCCC(C)=CCCC(C)=CCCC1(C)CCC(C(C)C(=O)O)OO1. The result is 0 (inactive).